This data is from Full USPTO retrosynthesis dataset with 1.9M reactions from patents (1976-2016). The task is: Predict the reactants needed to synthesize the given product. (1) Given the product [BrH:5].[BrH:5].[C:2]([S:3][CH2:6][C:7]1[CH:12]=[C:11]([F:13])[CH:10]=[CH:9][C:8]=1[S:14][C:15]1[CH:20]=[CH:19][C:18]([F:21])=[CH:17][C:16]=1[CH2:22][S:3][C:2](=[NH:1])[NH2:4])(=[NH:4])[NH2:1], predict the reactants needed to synthesize it. The reactants are: [NH2:1][C:2]([NH2:4])=[S:3].[Br:5][CH2:6][C:7]1[CH:12]=[C:11]([F:13])[CH:10]=[CH:9][C:8]=1[S:14][C:15]1[CH:20]=[CH:19][C:18]([F:21])=[CH:17][C:16]=1[CH2:22]Br. (2) The reactants are: [Cl:1][C:2]1[CH:7]=[CH:6][C:5]([NH:8][C:9]2[C:18]3[C:13](=[CH:14][C:15]([O:21][CH3:22])=[C:16]([O:19][CH3:20])[CH:17]=3)[N:12]=[C:11]([N:23]3[CH2:28][CH2:27][CH:26]([NH:29][CH3:30])[CH2:25][CH2:24]3)[N:10]=2)=[C:4]([F:31])[CH:3]=1.C(OC([N:39]1[CH2:46][CH2:45][CH2:44][C@H:40]1[C:41]([OH:43])=O)=O)(C)(C)C.C1C=CC2N(O)N=NC=2C=1.CCN=C=NCCCN(C)C.Cl.C(=O)(O)[O-].[Na+]. Given the product [Cl:1][C:2]1[CH:7]=[CH:6][C:5]([NH:8][C:9]2[C:18]3[C:13](=[CH:14][C:15]([O:21][CH3:22])=[C:16]([O:19][CH3:20])[CH:17]=3)[N:12]=[C:11]([N:23]3[CH2:24][CH2:25][CH:26]([N:29]([CH3:30])[C:41](=[O:43])[C@@H:40]4[CH2:44][CH2:45][CH2:46][NH:39]4)[CH2:27][CH2:28]3)[N:10]=2)=[C:4]([F:31])[CH:3]=1, predict the reactants needed to synthesize it.